This data is from Peptide-MHC class II binding affinity with 134,281 pairs from IEDB. The task is: Regression. Given a peptide amino acid sequence and an MHC pseudo amino acid sequence, predict their binding affinity value. This is MHC class II binding data. (1) The peptide sequence is LNKIVRMYSPVSILDI. The MHC is HLA-DQA10301-DQB10302 with pseudo-sequence HLA-DQA10301-DQB10302. The binding affinity (normalized) is 0. (2) The peptide sequence is GKANRGKMDVSGVQA. The MHC is HLA-DQA10301-DQB10302 with pseudo-sequence HLA-DQA10301-DQB10302. The binding affinity (normalized) is 0.180. (3) The peptide sequence is STIFPFRRLFMVAEV. The MHC is DRB3_0101 with pseudo-sequence DRB3_0101. The binding affinity (normalized) is 0.537. (4) The peptide sequence is YITQCFLPVFLAQPP. The MHC is HLA-DQA10101-DQB10501 with pseudo-sequence HLA-DQA10101-DQB10501. The binding affinity (normalized) is 0.406. (5) The peptide sequence is KGSNPNYLALLVKYVNGDGD. The MHC is DRB3_0202 with pseudo-sequence DRB3_0202. The binding affinity (normalized) is 0.380. (6) The peptide sequence is RHIVGKPCPKPHRLN. The MHC is DRB1_0404 with pseudo-sequence DRB1_0404. The binding affinity (normalized) is 0.521. (7) The peptide sequence is ITKGKVDPTDYFRNE. The MHC is HLA-DQA10101-DQB10501 with pseudo-sequence HLA-DQA10101-DQB10501. The binding affinity (normalized) is 0.156. (8) The peptide sequence is TPFPHRKGVLFNIQY. The MHC is DRB1_0101 with pseudo-sequence DRB1_0101. The binding affinity (normalized) is 0.221.